Predict which catalyst facilitates the given reaction. From a dataset of Catalyst prediction with 721,799 reactions and 888 catalyst types from USPTO. (1) Reactant: [CH3:1][O:2][C:3]1[CH:8]=[CH:7][C:6]([C:9]2[S:13][C:12]([C:14](O)=[O:15])=[C:11]([NH:17][C:18]([NH:20][C:21]3[C:26]([CH3:27])=[CH:25][C:24]([CH3:28])=[CH:23][C:22]=3[CH3:29])=[O:19])[CH:10]=2)=[CH:5][CH:4]=1.CN(C(ON1N=NC2C=CC=NC1=2)=[N+](C)C)C.F[P-](F)(F)(F)(F)F.CCN(C(C)C)C(C)C.[NH:63]1[CH2:74][CH2:73][CH2:72][C@H:64]1[C:65]([O:67][C:68]([CH3:71])([CH3:70])[CH3:69])=[O:66]. Product: [CH3:1][O:2][C:3]1[CH:8]=[CH:7][C:6]([C:9]2[S:13][C:12]([C:14]([N:63]3[CH2:74][CH2:73][CH2:72][C@H:64]3[C:65]([O:67][C:68]([CH3:70])([CH3:71])[CH3:69])=[O:66])=[O:15])=[C:11]([NH:17][C:18]([NH:20][C:21]3[C:26]([CH3:27])=[CH:25][C:24]([CH3:28])=[CH:23][C:22]=3[CH3:29])=[O:19])[CH:10]=2)=[CH:5][CH:4]=1. The catalyst class is: 3. (2) Reactant: [CH3:1][C:2]1[CH:10]=[C:9]([CH3:11])[CH:8]=[CH:7][C:3]=1[C:4](O)=[O:5].C(Cl)(=O)C([Cl:15])=O. Product: [CH3:1][C:2]1[CH:10]=[C:9]([CH3:11])[CH:8]=[CH:7][C:3]=1[C:4]([Cl:15])=[O:5]. The catalyst class is: 139. (3) Reactant: [CH:1]([C:3]1[CH:4]=[CH:5][C:6]([C:9]2[CH:10]=[C:11]([CH:15]=[CH:16][CH:17]=2)[C:12]([NH2:14])=[O:13])=[N:7][CH:8]=1)=O.[CH2:18]([NH2:26])[CH2:19][C:20]1[CH:25]=[CH:24][CH:23]=[CH:22][CH:21]=1.[BH4-].[Na+].O. Product: [CH2:18]([NH:26][CH2:1][C:3]1[CH:4]=[CH:5][C:6]([C:9]2[CH:10]=[C:11]([CH:15]=[CH:16][CH:17]=2)[C:12]([NH2:14])=[O:13])=[N:7][CH:8]=1)[CH2:19][C:20]1[CH:25]=[CH:24][CH:23]=[CH:22][CH:21]=1. The catalyst class is: 5. (4) Product: [F:11][C:8]1([F:12])[S:7](=[O:14])(=[O:13])[NH:6][CH2:10][CH2:9]1. Reactant: COC1C=C(OC)C=CC=1C[N:6]1[CH2:10][CH2:9][C:8]([F:12])([F:11])[S:7]1(=[O:14])=[O:13].FC(F)(F)C(O)=O. The catalyst class is: 2. (5) Reactant: [CH:1]1[C:13]2[CH:12]([CH2:14][O:15][C:16]([NH:18][C@H:19]([C:23]([N:25]([CH3:42])[C@@H:26]([C@@H:38]([CH3:41])[CH2:39][CH3:40])[C@H:27]([O:36][CH3:37])[CH2:28][C:29]([O:31]C(C)(C)C)=[O:30])=[O:24])[CH:20]([CH3:22])[CH3:21])=[O:17])[C:11]3[C:6](=[CH:7][CH:8]=[CH:9][CH:10]=3)[C:5]=2[CH:4]=[CH:3][CH:2]=1.FC(F)(F)C(O)=O. Product: [CH:1]1[C:13]2[CH:12]([CH2:14][O:15][C:16]([NH:18][C@H:19]([C:23]([N:25]([CH3:42])[C@@H:26]([C@@H:38]([CH3:41])[CH2:39][CH3:40])[C@H:27]([O:36][CH3:37])[CH2:28][C:29]([OH:31])=[O:30])=[O:24])[CH:20]([CH3:22])[CH3:21])=[O:17])[C:11]3[C:6](=[CH:7][CH:8]=[CH:9][CH:10]=3)[C:5]=2[CH:4]=[CH:3][CH:2]=1. The catalyst class is: 4.